Dataset: Reaction yield outcomes from USPTO patents with 853,638 reactions. Task: Predict the reaction yield, written as a fraction of the theoretical maximum amount of product (1.0 means a 100% yield; for example, 0.34 means a 34% yield). (1) The reactants are C1C=CC(C2C=CC=CC=2)=CC=1.C1C=CC(OC2C=CC=CC=2)=CC=1.[Cl:26][C:27]1[CH:32]=[CH:31][C:30]([C:33]([F:36])([F:35])[F:34])=[CH:29][C:28]=1[NH:37][CH:38]=[C:39]([C:45](OCC)=[O:46])[C:40]([O:42][CH2:43][CH3:44])=[O:41]. No catalyst specified. The product is [Cl:26][C:27]1[CH:32]=[CH:31][C:30]([C:33]([F:34])([F:35])[F:36])=[C:29]2[C:28]=1[NH:37][CH:38]=[C:39]([C:40]([O:42][CH2:43][CH3:44])=[O:41])[C:45]2=[O:46]. The yield is 0.650. (2) The reactants are [H-].[Na+].C(OP([CH2:11][C:12]([O:14][CH2:15][CH3:16])=[O:13])(OCC)=O)C.[CH2:17]([C@H:19]1[C@@H:23]([C:24]2[N:28]3[C:29]4[CH:35]=[CH:34][N:33]([S:36]([C:39]5[CH:45]=[CH:44][C:42]([CH3:43])=[CH:41][CH:40]=5)(=[O:38])=[O:37])[C:30]=4[N:31]=[CH:32][C:27]3=[N:26][N:25]=2)[CH2:22][C:21](=O)[CH2:20]1)[CH3:18].C([O-])(O)=O.[Na+]. The catalyst is C1COCC1.CCOC(C)=O. The product is [CH2:17]([C@H:19]1[C@@H:23]([C:24]2[N:28]3[C:29]4[CH:35]=[CH:34][N:33]([S:36]([C:39]5[CH:40]=[CH:41][C:42]([CH3:43])=[CH:44][CH:45]=5)(=[O:37])=[O:38])[C:30]=4[N:31]=[CH:32][C:27]3=[N:26][N:25]=2)[CH2:22][C:21](=[CH:11][C:12]([O:14][CH2:15][CH3:16])=[O:13])[CH2:20]1)[CH3:18]. The yield is 0.890. (3) The reactants are [CH3:1][S:2][C:3]1[NH:4][C:5](=O)[C:6]([C:9]2[CH:14]=[CH:13][N:12]=[C:11]([NH:15][C:16]3[CH:23]=[CH:22][C:19]([C:20]#[N:21])=[CH:18][CH:17]=3)[N:10]=2)=[CH:7][N:8]=1.O=P(Cl)(Cl)[Cl:27].C([O-])([O-])=O.[Na+].[Na+]. The catalyst is C(Cl)Cl. The product is [Cl:27][C:5]1[C:6]([C:9]2[CH:14]=[CH:13][N:12]=[C:11]([NH:15][C:16]3[CH:23]=[CH:22][C:19]([C:20]#[N:21])=[CH:18][CH:17]=3)[N:10]=2)=[CH:7][N:8]=[C:3]([S:2][CH3:1])[N:4]=1. The yield is 0.530. (4) The reactants are [CH2:1]([S:3]([C:6]1[CH:7]=[C:8]([C:28]([OH:30])=O)[C:9]2[NH:13][C:12]([NH:14][C:15]([C:17]3[N:18]=[CH:19][C:20]4[C:25]([CH:26]=3)=[CH:24][CH:23]=[CH:22][CH:21]=4)=[O:16])=[N:11][C:10]=2[CH:27]=1)(=[O:5])=[O:4])[CH3:2].CN(C(ON1N=NC2C=CC=CC1=2)=[N+](C)C)C.F[P-](F)(F)(F)(F)F.CCN(C(C)C)C(C)C.S(O)(O)(=O)=O.[NH2:69][C:70]1[NH:71][CH:72]=[CH:73][N:74]=1. The catalyst is CN(C=O)C.[Cl-].[Na+].O. The product is [CH2:1]([S:3]([C:6]1[CH:7]=[C:8]([C:28](=[O:30])[NH:69][C:70]2[NH:71][CH:72]=[CH:73][N:74]=2)[C:9]2[NH:13][C:12]([NH:14][C:15]([C:17]3[N:18]=[CH:19][C:20]4[C:25]([CH:26]=3)=[CH:24][CH:23]=[CH:22][CH:21]=4)=[O:16])=[N:11][C:10]=2[CH:27]=1)(=[O:5])=[O:4])[CH3:2]. The yield is 0.570. (5) The reactants are O=C1C2C(=CC=CC=2)C(=O)[N:3]1[CH:12]1[CH2:21][CH2:20][C:19]2[CH:18]=[C:17]([S:22][C:23](=[O:27])[N:24]([CH3:26])[CH3:25])[CH:16]=[CH:15][C:14]=2[CH2:13]1.NN. The catalyst is CCO. The product is [NH2:3][CH:12]1[CH2:21][CH2:20][C:19]2[CH:18]=[C:17]([S:22][C:23](=[O:27])[N:24]([CH3:25])[CH3:26])[CH:16]=[CH:15][C:14]=2[CH2:13]1. The yield is 1.00. (6) The product is [CH3:31][C:30]1[CH:29]=[C:28]([CH3:32])[CH:27]=[C:26]([CH3:33])[C:25]=1[NH:22][C:23]([NH:1][C:2]1[C:3]([C:12]([OH:14])=[O:13])=[CH:4][C:5]2[C:10]([CH:11]=1)=[CH:9][CH:8]=[CH:7][CH:6]=2)=[O:24]. The catalyst is CN(C=O)C. The reactants are [NH2:1][C:2]1[C:3]([C:12]([OH:14])=[O:13])=[CH:4][C:5]2[C:10]([CH:11]=1)=[CH:9][CH:8]=[CH:7][CH:6]=2.C(N(CC)CC)C.[N:22]([C:25]1[C:30]([CH3:31])=[CH:29][C:28]([CH3:32])=[CH:27][C:26]=1[CH3:33])=[C:23]=[O:24]. The yield is 0.840.